Task: Predict which catalyst facilitates the given reaction.. Dataset: Catalyst prediction with 721,799 reactions and 888 catalyst types from USPTO (1) The catalyst class is: 176. Reactant: [CH2:1]([O:3][P:4]([CH:9]([P:43]([O:48][CH2:49][CH3:50])([O:45][CH2:46][CH3:47])=[O:44])[CH2:10][C:11]([N:13]1[CH2:18][CH2:17][N:16]([C:19]2[C:28]([O:29][CH3:30])=[C:27]3[C:22]([C:23](=[O:40])[C:24]([C:34]([O:36]CC=C)=[O:35])=[CH:25][N:26]3[CH:31]3[CH2:33][CH2:32]3)=[CH:21][C:20]=2[F:41])[CH2:15][CH:14]1[CH3:42])=[O:12])([O:6][CH2:7][CH3:8])=[O:5])[CH3:2].O.C1(C)C(S([O-])=O)=CC=CC=1.[Na+].Cl. Product: [CH2:7]([O:6][P:4]([CH:9]([P:43]([O:45][CH2:46][CH3:47])([O:48][CH2:49][CH3:50])=[O:44])[CH2:10][C:11]([N:13]1[CH2:18][CH2:17][N:16]([C:19]2[C:28]([O:29][CH3:30])=[C:27]3[C:22]([C:23](=[O:40])[C:24]([C:34]([OH:36])=[O:35])=[CH:25][N:26]3[CH:31]3[CH2:33][CH2:32]3)=[CH:21][C:20]=2[F:41])[CH2:15][CH:14]1[CH3:42])=[O:12])([O:3][CH2:1][CH3:2])=[O:5])[CH3:8]. (2) Reactant: C([Li])CCC.[CH3:6][C:7]1[N:8]=[CH:9][N:10]([C:12]([C:25]2[CH:30]=[CH:29][CH:28]=[CH:27][CH:26]=2)([C:19]2[CH:24]=[CH:23][CH:22]=[CH:21][CH:20]=2)[C:13]2[CH:18]=[CH:17][CH:16]=[CH:15][CH:14]=2)[CH:11]=1.[CH2:31]=[O:32]. Product: [CH3:6][C:7]1[N:8]=[C:9]([CH2:31][OH:32])[N:10]([C:12]([C:13]2[CH:18]=[CH:17][CH:16]=[CH:15][CH:14]=2)([C:19]2[CH:20]=[CH:21][CH:22]=[CH:23][CH:24]=2)[C:25]2[CH:30]=[CH:29][CH:28]=[CH:27][CH:26]=2)[CH:11]=1. The catalyst class is: 7. (3) Reactant: [CH2:1]([O:8][C:9]([N:11]1[CH2:16][CH2:15][CH:14]([CH:17]=[O:18])[CH2:13][CH2:12]1)=[O:10])[C:2]1[CH:7]=[CH:6][CH:5]=[CH:4][CH:3]=1.[CH2:19]([Mg]Br)[CH3:20]. The catalyst class is: 1. Product: [CH2:1]([O:8][C:9]([N:11]1[CH2:16][CH2:15][CH:14]([CH:17]([OH:18])[CH2:19][CH3:20])[CH2:13][CH2:12]1)=[O:10])[C:2]1[CH:7]=[CH:6][CH:5]=[CH:4][CH:3]=1.